From a dataset of Forward reaction prediction with 1.9M reactions from USPTO patents (1976-2016). Predict the product of the given reaction. (1) Given the reactants [F:1][C:2]1[CH:3]=[C:4]2[C:9](=[CH:10][CH:11]=1)[CH:8]=[N:7][C:6]([C:12]([NH:14][NH2:15])=[O:13])=[CH:5]2.[N:16]([O-])=O.[Na+], predict the reaction product. The product is: [F:1][C:2]1[CH:3]=[C:4]2[C:9](=[CH:10][CH:11]=1)[CH:8]=[N:7][C:6]([C:12]([N:14]=[N+:15]=[N-:16])=[O:13])=[CH:5]2. (2) Given the reactants [C:1]([C:5]1[N:10]=[C:9]([O:11][CH2:12][CH3:13])[C:8]([C:14]2[N:15]([C:35](Cl)=[O:36])[C@@:16]([C:28]3[CH:33]=[CH:32][C:31]([Cl:34])=[CH:30][CH:29]=3)([CH3:27])[C@@:17]([C:20]3[CH:25]=[CH:24][C:23]([Cl:26])=[CH:22][CH:21]=3)([CH3:19])[N:18]=2)=[CH:7][N:6]=1)([CH3:4])([CH3:3])[CH3:2].[NH:38]1[CH2:43][CH2:42][CH:41]([N:44]2[CH2:50][CH2:49][C:48](=[O:51])[NH:47][CH2:46][CH2:45]2)[CH2:40][CH2:39]1, predict the reaction product. The product is: [C:1]([C:5]1[N:10]=[C:9]([O:11][CH2:12][CH3:13])[C:8]([C:14]2[N:15]([C:35]([N:38]3[CH2:39][CH2:40][CH:41]([N:44]4[CH2:50][CH2:49][C:48](=[O:51])[NH:47][CH2:46][CH2:45]4)[CH2:42][CH2:43]3)=[O:36])[C@@:16]([C:28]3[CH:33]=[CH:32][C:31]([Cl:34])=[CH:30][CH:29]=3)([CH3:27])[C@@:17]([C:20]3[CH:25]=[CH:24][C:23]([Cl:26])=[CH:22][CH:21]=3)([CH3:19])[N:18]=2)=[CH:7][N:6]=1)([CH3:2])([CH3:3])[CH3:4]. (3) The product is: [CH3:1][C:2]([CH3:22])([CH2:6][CH2:7][C:8]1[S:9][C:10]([C:13]2[CH:18]=[CH:17][C:16]([N+:19]([O-:21])=[O:20])=[CH:15][CH:14]=2)=[CH:11][N:12]=1)[C:3]([NH:43][S:40]([C:39]([F:45])([F:44])[F:38])(=[O:42])=[O:41])=[O:4]. Given the reactants [CH3:1][C:2]([CH3:22])([CH2:6][CH2:7][C:8]1[S:9][C:10]([C:13]2[CH:18]=[CH:17][C:16]([N+:19]([O-:21])=[O:20])=[CH:15][CH:14]=2)=[CH:11][N:12]=1)[C:3](O)=[O:4].CN1CCOCC1.ClC(OCC(C)C)=O.[F:38][C:39]([F:45])([F:44])[S:40]([NH2:43])(=[O:42])=[O:41].N1CCCN2CCCCCC=12, predict the reaction product. (4) Given the reactants BrC1C=C2[C:16]([CH:17]=[C:12]([CH3:9])[C:13](C(=O)C(OCC)=O)=[C:9]2[C:12]2[CH:17]=[CH:16]C(Cl)=C[CH:13]=2)=CC=1.Br[C:28]1[CH:37]=[C:36]2[C:31]([CH:32]=[C:33]([CH3:53])[C:34]([C:46](=[O:52])[C:47]([O:49]CC)=[O:48])=[C:35]2OS(C(F)(F)F)(=O)=O)=[CH:30][CH:29]=1.[Cl:54][C:55]1[CH:60]=[CH:59][C:58](B(O)O)=[CH:57][CH:56]=1.C([O-])([O-])=[O:65].[K+].[K+].[C:70]1([CH3:76])[CH:75]=CC=C[CH:71]=1, predict the reaction product. The product is: [C:70]([O:52][CH:46]([C:34]1[C:33]([CH3:53])=[CH:32][C:31]2[C:36](=[CH:37][C:28]([C:16]#[C:17][C:12]([OH:65])([CH3:9])[CH3:13])=[CH:29][CH:30]=2)[C:35]=1[C:58]1[CH:59]=[CH:60][C:55]([Cl:54])=[CH:56][CH:57]=1)[C:47]([OH:49])=[O:48])([CH3:76])([CH3:75])[CH3:71]. (5) Given the reactants [C:1]([C:5]1[O:9][N:8]=[C:7]([NH:10][C:11]([CH:13]2[CH2:18][O:17][CH2:16][CH2:15][NH:14]2)=[O:12])[CH:6]=1)([CH3:4])([CH3:3])[CH3:2].Cl.[F:20][C:21]1([F:30])[CH2:26][CH2:25][CH:24]([C:27](O)=[O:28])[CH2:23][CH2:22]1.C(N(CC)C(C)C)(C)C.P(Cl)(Cl)(Cl)=O, predict the reaction product. The product is: [C:1]([C:5]1[O:9][N:8]=[C:7]([NH:10][C:11]([CH:13]2[CH2:18][O:17][CH2:16][CH2:15][N:14]2[C:27]([CH:24]2[CH2:25][CH2:26][C:21]([F:30])([F:20])[CH2:22][CH2:23]2)=[O:28])=[O:12])[CH:6]=1)([CH3:4])([CH3:2])[CH3:3]. (6) Given the reactants [OH:1][C:2]1[CH:10]=[CH:9][C:8]2[NH:7][C:6]3[CH:11]([CH2:14][C:15]([O:17][CH2:18][CH3:19])=[O:16])[CH2:12][CH2:13][C:5]=3[C:4]=2[CH:3]=1.C(=O)([O-])[O-].[Cs+].[Cs+].Cl[CH2:27][C:28]1[CH:29]=[CH:30][C:31]([O:36][CH:37]([CH3:39])[CH3:38])=[C:32]([CH:35]=1)[C:33]#[N:34], predict the reaction product. The product is: [C:33]([C:32]1[CH:35]=[C:28]([CH:29]=[CH:30][C:31]=1[O:36][CH:37]([CH3:39])[CH3:38])[CH2:27][O:1][C:2]1[CH:10]=[CH:9][C:8]2[NH:7][C:6]3[CH:11]([CH2:14][C:15]([O:17][CH2:18][CH3:19])=[O:16])[CH2:12][CH2:13][C:5]=3[C:4]=2[CH:3]=1)#[N:34]. (7) The product is: [CH3:1][C:2]1[C:7]([C:8]2[N:9]([C:17]3[CH:22]=[CH:21][C:20]([S:23]([NH2:32])(=[O:25])=[O:24])=[CH:19][CH:18]=3)[CH:10]=[C:11]([C:13]([F:16])([F:15])[F:14])[N:12]=2)=[CH:6][CH:5]=[CH:4][N:3]=1. Given the reactants [CH3:1][C:2]1[C:7]([C:8]2[N:9]([C:17]3[CH:22]=[CH:21][C:20]([S:23](CC[Si](C)(C)C)(=[O:25])=[O:24])=[CH:19][CH:18]=3)[CH:10]=[C:11]([C:13]([F:16])([F:15])[F:14])[N:12]=2)=[CH:6][CH:5]=[CH:4][N:3]=1.[N+:32](CCCC)(CCCC)(CCCC)CCCC.[F-].C([O-])(=O)C.[Na+].NOS(O)(=O)=O, predict the reaction product. (8) Given the reactants [CH3:1][O:2][C:3]1[CH:8]=[CH:7][CH:6]=[CH:5][C:4]=1[N:9]1[CH2:14][CH2:13][N:12]([C:15]2[S:16][C:17]([C:26]([O:28]CC)=[O:27])=[C:18]([C:20]3[CH:25]=[CH:24][CH:23]=[CH:22][CH:21]=3)[N:19]=2)[CH2:11][CH2:10]1.[OH-].[Na+], predict the reaction product. The product is: [CH3:1][O:2][C:3]1[CH:8]=[CH:7][CH:6]=[CH:5][C:4]=1[N:9]1[CH2:10][CH2:11][N:12]([C:15]2[S:16][C:17]([C:26]([OH:28])=[O:27])=[C:18]([C:20]3[CH:21]=[CH:22][CH:23]=[CH:24][CH:25]=3)[N:19]=2)[CH2:13][CH2:14]1.